From a dataset of Reaction yield outcomes from USPTO patents with 853,638 reactions. Predict the reaction yield, written as a fraction of the theoretical maximum amount of product (1.0 means a 100% yield; for example, 0.34 means a 34% yield). (1) The reactants are [C:1]1(=[O:6])[CH2:5][CH2:4][CH2:3][CH2:2]1.Cl[CH2:8][CH2:9][CH2:10][CH2:11][CH2:12][CH:13]1[CH2:22][CH:21]2[CH2:23][CH:14]1[CH:15]1[CH:20]2[CH:19]2[CH2:24][CH:16]1[CH:17]=[CH:18]2. No catalyst specified. The product is [CH:15]12[CH:16]3[CH2:24][CH:19]([CH:18]=[CH:17]3)[CH:20]1[CH:21]1[CH2:23][CH:14]2[CH:13]([CH2:12][CH2:11][CH2:10][CH2:9][CH2:8][C:1]2([OH:6])[CH2:5][CH2:4][CH2:3][CH2:2]2)[CH2:22]1. The yield is 0.820. (2) The reactants are Cl[C:2]1[C:3]([C:16]2[CH:21]=[CH:20][CH:19]=[CH:18][CH:17]=2)=[N:4][C:5]2[C:10]([N:11]=1)=[CH:9][C:8]([C:12]([O:14][CH3:15])=[O:13])=[CH:7][CH:6]=2.[C:22]([C:24]1[CH:29]=[CH:28][C:27](B(O)O)=[CH:26][CH:25]=1)#[N:23]. No catalyst specified. The product is [C:22]([C:24]1[CH:29]=[CH:28][C:27]([C:2]2[C:3]([C:16]3[CH:21]=[CH:20][CH:19]=[CH:18][CH:17]=3)=[N:4][C:5]3[C:10]([N:11]=2)=[CH:9][C:8]([C:12]([O:14][CH3:15])=[O:13])=[CH:7][CH:6]=3)=[CH:26][CH:25]=1)#[N:23]. The yield is 0.730. (3) The reactants are Cl[CH2:2][CH2:3]Cl.CC(CC(O)CO)C.C(=O)([O-])[O-].[K+].[K+].[C:19]([O:26][CH3:27])(=[O:25])[CH2:20][C:21]([O:23][CH3:24])=[O:22]. The catalyst is [Br-].C([N+](CCCC)(CCCC)CCCC)CCC.O. The product is [C:20]1([C:19]([O:26][CH3:27])=[O:25])([C:21]([O:23][CH3:24])=[O:22])[CH2:3][CH2:2]1. The yield is 0.950. (4) The reactants are Br[C:2]1[CH:7]=[C:6]([CH3:8])[C:5]([NH:9][C:10]([NH:12][C:13]2[CH:18]=[C:17]([F:19])[CH:16]=[CH:15][C:14]=2[C:20]([NH:22][C@@H:23]([CH:28]2[CH2:33][CH2:32][CH2:31][CH2:30][CH2:29]2)[C:24]([O:26][CH3:27])=[O:25])=[O:21])=[O:11])=[C:4]([CH3:34])[CH:3]=1.[CH:35](/B1OC2C=CC=CC=2O1)=[CH:36]\[CH2:37][CH3:38].[F-].[Cs+]. The catalyst is C(#N)C.O.C(OCC)(=O)C.C1CCC(P(C2CCCCC2)C2CCCCC2)CC1.C1CCC(P(C2CCCCC2)C2CCCCC2)CC1.Cl[Pd]Cl. The product is [CH:35](/[C:2]1[CH:7]=[C:6]([CH3:8])[C:5]([NH:9][C:10]([NH:12][C:13]2[CH:18]=[C:17]([F:19])[CH:16]=[CH:15][C:14]=2[C:20]([NH:22][C@@H:23]([CH:28]2[CH2:29][CH2:30][CH2:31][CH2:32][CH2:33]2)[C:24]([O:26][CH3:27])=[O:25])=[O:21])=[O:11])=[C:4]([CH3:34])[CH:3]=1)=[CH:36]\[CH2:37][CH3:38]. The yield is 0.720. (5) The reactants are [CH3:1][O:2][C:3](=[O:18])[CH2:4][O:5][CH2:6][CH2:7][O:8][C:9]1[CH:14]=[CH:13][C:12]([N+:15]([O-])=O)=[CH:11][CH:10]=1. The catalyst is C(OCC)(=O)C.[Pd]. The product is [CH3:1][O:2][C:3](=[O:18])[CH2:4][O:5][CH2:6][CH2:7][O:8][C:9]1[CH:10]=[CH:11][C:12]([NH2:15])=[CH:13][CH:14]=1. The yield is 0.709. (6) The reactants are [CH3:1][NH:2][CH3:3].Cl[C:5]1[CH:10]=[C:9]([Cl:11])[N:8]=[C:7]([NH:12][C:13]2[CH:18]=[CH:17][CH:16]=[CH:15][CH:14]=2)[N:6]=1. The catalyst is O1CCCC1.C(N(CC)C(C)C)(C)C. The product is [Cl:11][C:9]1[N:8]=[C:7]([NH:12][C:13]2[CH:18]=[CH:17][CH:16]=[CH:15][CH:14]=2)[N:6]=[C:5]([N:2]([CH3:3])[CH3:1])[CH:10]=1. The yield is 0.800. (7) The reactants are ClC([C-:4]1[CH:8]=[CH:7][CH:6]=[CH:5]1)=O.[C-:9]1(C(Cl)=O)[CH:13]=[CH:12][CH:11]=[CH:10]1.[Fe+2:17].C(O)CCCCCO.N#N.[Cl-].[NH+]1C=CC=CC=1. The catalyst is C1C=CC=CC=1.N1C=CC=CC=1. The product is [CH-:4]1[CH:8]=[CH:7][CH:6]=[CH:5]1.[CH-:9]1[CH:13]=[CH:12][CH:11]=[CH:10]1.[Fe+2:17]. The yield is 0.880.